Dataset: Peptide-MHC class II binding affinity with 134,281 pairs from IEDB. Task: Regression. Given a peptide amino acid sequence and an MHC pseudo amino acid sequence, predict their binding affinity value. This is MHC class II binding data. (1) The peptide sequence is DGTYDITKLGAKPDG. The MHC is HLA-DQA10301-DQB10302 with pseudo-sequence HLA-DQA10301-DQB10302. The binding affinity (normalized) is 0.0604. (2) The peptide sequence is SADFPQFKPEEITGI. The MHC is HLA-DPA10103-DPB10201 with pseudo-sequence HLA-DPA10103-DPB10201. The binding affinity (normalized) is 0.368.